The task is: Predict which catalyst facilitates the given reaction.. This data is from Catalyst prediction with 721,799 reactions and 888 catalyst types from USPTO. (1) Reactant: [N+:1]([C:4]1[CH:5]=[C:6](B(O)O)[CH:7]=[CH:8][CH:9]=1)([O-:3])=[O:2].C([O-])([O-])=O.[Cs+].[Cs+].[Cl:19][C:20]1[N:27]=[C:26](Cl)[CH:25]=[CH:24][C:21]=1[C:22]#[N:23].C(Cl)Cl. Product: [Cl:19][C:20]1[N:27]=[C:26]([C:6]2[CH:7]=[CH:8][CH:9]=[C:4]([N+:1]([O-:3])=[O:2])[CH:5]=2)[CH:25]=[CH:24][C:21]=1[C:22]#[N:23]. The catalyst class is: 75. (2) Reactant: CC1(C)C(C)(C)OB(C2C=[CH:11][C:12]3[N:13]([C:31]4[C:40]5[C:35](=CC=CC=5)[CH:34]=CC=4)[C:14]4[C:19]([C:20]=3C=2)=[CH:18][C:17](B2OC(C)(C)C(C)(C)O2)=[CH:16][CH:15]=4)O1.Br[C:43]1[CH:44]=[CH:45][C:46]([C:49]2[CH:50]=[N:51][CH:52]=[CH:53][CH:54]=2)=[N:47][CH:48]=1.P([O-])([O-])([O-])=O.[K+].[K+].[K+].O1[CH2:68][CH2:67]OCC1. Product: [N:47]1[CH:48]=[C:43]([C:17]2[CH:16]=[CH:15][C:14]3[N:13]([C:31]4[C:67]5[C:68](=[CH:11][CH:12]=[CH:20][CH:19]=5)[CH:34]=[CH:35][CH:40]=4)[C:12]4[C:20]([C:19]=3[CH:18]=2)=[CH:16][C:15]([C:43]2[CH:44]=[CH:45][C:46]([C:49]3[CH:50]=[N:51][CH:52]=[CH:53][CH:54]=3)=[N:47][CH:48]=2)=[CH:14][CH:11]=4)[CH:44]=[CH:45][C:46]=1[C:49]1[CH:50]=[N:51][CH:52]=[CH:53][CH:54]=1. The catalyst class is: 103. (3) The catalyst class is: 27. Reactant: [CH2:1]([Li])[CH2:2][CH2:3][CH3:4].O=O.Br[C:9]1[CH:14]=[CH:13][C:12]([Cl:15])=[C:11]([CH2:16][C:17]2[CH:22]=[CH:21][C:20]([O:23][CH2:24][CH3:25])=[CH:19][CH:18]=2)[CH:10]=1.CON(C)[C:29](=[O:81])[C@H:30]([O:73]CC1C=CC=CC=1)[C@@H:31]([O:65][CH2:66][C:67]1[CH:72]=[CH:71][CH:70]=[CH:69][CH:68]=1)[C@H:32]([O:57][CH2:58][C:59]1[CH:64]=[CH:63][CH:62]=[CH:61][CH:60]=1)[C:33]([OH:56])([CH2:45][O:46][CH2:47][C:48]1[CH:53]=[CH:52][C:51]([O:54][CH3:55])=[CH:50][CH:49]=1)[CH2:34][O:35][CH2:36][C:37]1[CH:42]=[CH:41][C:40]([O:43][CH3:44])=[CH:39][CH:38]=1.[Al].O1C[CH2:87][CH2:86][CH2:85]1. Product: [CH2:1]([O:73][CH:30]1[C@@H:31]([O:65][CH2:66][C:67]2[CH:68]=[CH:69][CH:70]=[CH:71][CH:72]=2)[C@H:32]([O:57][CH2:58][C:59]2[CH:64]=[CH:63][CH:62]=[CH:61][CH:60]=2)[C:33]([CH2:45][O:46][CH2:47][C:48]2[CH:49]=[CH:50][C:51]([O:54][CH3:55])=[CH:52][CH:53]=2)([CH2:34][O:35][CH2:36][C:37]2[CH:38]=[CH:39][C:40]([O:43][CH3:44])=[CH:41][CH:42]=2)[O:56][C:29]1([C:9]1[CH:14]=[CH:13][C:12]([Cl:15])=[C:11]([CH2:16][C:17]2[CH:22]=[CH:21][C:20]([O:23][CH2:24][CH3:25])=[CH:19][CH:18]=2)[CH:10]=1)[OH:81])[C:2]1[CH:87]=[CH:86][CH:85]=[CH:4][CH:3]=1. (4) Reactant: [NH2:1][CH2:2][CH:3]1[O:7][C:6](=[O:8])[N:5]([C:9]2[CH:14]=[CH:13][C:12]([CH:15]3[CH2:20][CH2:19][CH:18]([OH:21])[CH2:17][CH2:16]3)=[C:11]([F:22])[CH:10]=2)[CH2:4]1.C1(C(C2C=CC=CC=2)CCO[C:33](=[S:37])[CH:34]([F:36])[F:35])C=CC=CC=1.C(N(CC)CC)C. The catalyst class is: 138. Product: [F:35][CH:34]([F:36])[C:33]([NH:1][CH2:2][CH:3]1[O:7][C:6](=[O:8])[N:5]([C:9]2[CH:14]=[CH:13][C:12]([CH:15]3[CH2:20][CH2:19][CH:18]([OH:21])[CH2:17][CH2:16]3)=[C:11]([F:22])[CH:10]=2)[CH2:4]1)=[S:37]. (5) Reactant: [NH2:1][C@@H:2]([CH2:33][C:34]1[CH:39]=[CH:38][CH:37]=[CH:36][CH:35]=1)[CH2:3][C@H:4]([OH:32])[C@@H:5]([NH:19][C:20]([C@@H:22]([NH:27][C:28](=[O:31])[O:29][CH3:30])[C:23]([CH3:26])([CH3:25])[CH3:24])=[O:21])[CH2:6][C:7]1[CH:12]=[CH:11][C:10]([C:13]2[CH:18]=[CH:17][CH:16]=[CH:15][N:14]=2)=[CH:9][CH:8]=1.[CH3:40][O:41][C:42]([NH:44][C@@H:45]([C:49]([CH3:53])([S:51][CH3:52])[CH3:50])[C:46](O)=[O:47])=[O:43].CCOP(ON1N=NC2C=CC=CC=2C1=O)(OCC)=O.C(N(CC)C(C)C)(C)C. Product: [CH2:33]([C@@H:2]([CH2:3][C@H:4]([OH:32])[C@H:5]([CH2:6][C:7]1[CH:12]=[CH:11][C:10]([C:13]2[CH:18]=[CH:17][CH:16]=[CH:15][N:14]=2)=[CH:9][CH:8]=1)[NH:19][C:20](=[O:21])[C@H:22]([C:23]([CH3:25])([CH3:26])[CH3:24])[NH:27][C:28](=[O:31])[O:29][CH3:30])[NH:1][C:46](=[O:47])[C@@H:45]([NH:44][C:42](=[O:43])[O:41][CH3:40])[C:49]([CH3:53])([S:51][CH3:52])[CH3:50])[C:34]1[CH:35]=[CH:36][CH:37]=[CH:38][CH:39]=1. The catalyst class is: 1.